Predict the product of the given reaction. From a dataset of Forward reaction prediction with 1.9M reactions from USPTO patents (1976-2016). (1) Given the reactants [Br:1][C:2]1[CH:7]=[C:6]([F:8])[CH:5]=[CH:4][C:3]=1[CH:9]1[C:14]([C:15]([O:17][CH2:18][CH3:19])=[O:16])=[C:13]([CH2:20]Br)[NH:12][C:11]([N:22]2[CH:26]=[N:25][CH:24]=[N:23]2)=[N:10]1.Cl.[NH:28]1[CH2:33][CH2:32][O:31][CH2:30][CH:29]1[C:34]([OH:36])=[O:35], predict the reaction product. The product is: [Br:1][C:2]1[CH:7]=[C:6]([F:8])[CH:5]=[CH:4][C:3]=1[CH:9]1[N:10]=[C:11]([N:22]2[CH:26]=[N:25][CH:24]=[N:23]2)[NH:12][C:13]([CH2:20][N:28]2[CH2:33][CH2:32][O:31][CH2:30][CH:29]2[C:34]([OH:36])=[O:35])=[C:14]1[C:15]([O:17][CH2:18][CH3:19])=[O:16]. (2) Given the reactants [NH2:1][CH2:2][CH2:3][CH2:4][C:5]1[CH:6]=[CH:7][C:8]2[C:9]3[N:18]([CH2:19][CH:20]4[CH2:25][CH2:24][O:23][CH2:22][CH2:21]4)[C:17]([CH2:26][CH3:27])=[N:16][C:10]=3[C:11]([NH2:15])=[N:12][C:13]=2[CH:14]=1.C(N(CC)CC)C.[CH:35]([N:38]=[C:39]=[O:40])([CH3:37])[CH3:36].C(=O)([O-])[O-].[Na+].[Na+], predict the reaction product. The product is: [NH2:15][C:11]1[C:10]2[N:16]=[C:17]([CH2:26][CH3:27])[N:18]([CH2:19][CH:20]3[CH2:21][CH2:22][O:23][CH2:24][CH2:25]3)[C:9]=2[C:8]2[CH:7]=[CH:6][C:5]([CH2:4][CH2:3][CH2:2][NH:1][C:39]([NH:38][CH:35]([CH3:37])[CH3:36])=[O:40])=[CH:14][C:13]=2[N:12]=1. (3) Given the reactants [CH3:1][C:2]([OH:6])([CH3:5])[CH2:3][OH:4].[N+](C1C=CC([O:16][C:17]([N:19]2[CH2:24][CH2:23][CH:22]([N:25]([CH:39]3[CH2:41][CH2:40]3)[C:26](=[O:38])[C:27]3[CH:32]=[CH:31][C:30]([C:33]4[O:37][CH:36]=[N:35][CH:34]=4)=[CH:29][CH:28]=3)[CH2:21][CH2:20]2)=O)=CC=1)([O-])=O, predict the reaction product. The product is: [OH:6][C:2]([CH3:5])([CH3:1])[CH2:3][O:4][C:17]([N:19]1[CH2:20][CH2:21][CH:22]([N:25]([CH:39]2[CH2:41][CH2:40]2)[C:26](=[O:38])[C:27]2[CH:28]=[CH:29][C:30]([C:33]3[O:37][CH:36]=[N:35][CH:34]=3)=[CH:31][CH:32]=2)[CH2:23][CH2:24]1)=[O:16]. (4) Given the reactants [CH3:1][O:2][C:3]([C:5]1[S:6][C:7]([CH3:11])=[CH:8][C:9]=1[Cl:10])=[O:4].C1C(=O)N([Br:19])C(=O)C1, predict the reaction product. The product is: [CH3:1][O:2][C:3]([C:5]1[S:6][C:7]([CH2:11][Br:19])=[CH:8][C:9]=1[Cl:10])=[O:4]. (5) Given the reactants Cl.CN(C)CCCN=C=NCC.C1C=CC2N(O)N=NC=2C=1.[CH:23]1([NH2:28])[CH2:27][CH2:26][CH2:25][CH2:24]1.[N:29]1[CH:34]=[CH:33][CH:32]=[CH:31][C:30]=1[C:35]1[C:36]([C:43]2[C:52]3[C:47](=[CH:48][C:49]([C:53](O)=[O:54])=[CH:50][CH:51]=3)[N:46]=[CH:45][CH:44]=2)=[C:37]2[CH2:42][CH2:41][CH2:40][N:38]2[N:39]=1, predict the reaction product. The product is: [CH:23]1([NH:28][C:53]([C:49]2[CH:48]=[C:47]3[C:52]([C:43]([C:36]4[C:35]([C:30]5[CH:31]=[CH:32][CH:33]=[CH:34][N:29]=5)=[N:39][N:38]5[CH2:40][CH2:41][CH2:42][C:37]=45)=[CH:44][CH:45]=[N:46]3)=[CH:51][CH:50]=2)=[O:54])[CH2:27][CH2:26][CH2:25][CH2:24]1. (6) Given the reactants [Cl:1][C:2]1[CH:7]=[CH:6][C:5]([S:8]([NH:11][C@H:12]([C:15]2[CH:20]=[CH:19][CH:18]=[CH:17][CH:16]=2)[CH2:13][CH3:14])(=[O:10])=[O:9])=[CH:4][CH:3]=1.[CH3:21][O:22][C:23]1[CH:30]=[CH:29][C:26]([CH2:27]O)=[CH:25][CH:24]=1, predict the reaction product. The product is: [Cl:1][C:2]1[CH:7]=[CH:6][C:5]([S:8]([N:11]([CH2:27][C:26]2[CH:29]=[CH:30][C:23]([O:22][CH3:21])=[CH:24][CH:25]=2)[C@H:12]([C:15]2[CH:16]=[CH:17][CH:18]=[CH:19][CH:20]=2)[CH2:13][CH3:14])(=[O:10])=[O:9])=[CH:4][CH:3]=1.